Dataset: Full USPTO retrosynthesis dataset with 1.9M reactions from patents (1976-2016). Task: Predict the reactants needed to synthesize the given product. (1) Given the product [Cl:15][C:12]1[C:13]2[O:14][C:6]([C:4]([OH:5])=[O:3])=[C:7]([NH:16][C:17]3[CH:22]=[CH:21][C:20]([I:23])=[CH:19][C:18]=3[F:24])[C:8]=2[CH:9]=[N:10][CH:11]=1, predict the reactants needed to synthesize it. The reactants are: C([O:3][C:4]([C:6]1[O:14][C:13]2[C:12]([Cl:15])=[CH:11][N:10]=[CH:9][C:8]=2[C:7]=1[NH:16][C:17]1[CH:22]=[CH:21][C:20]([I:23])=[CH:19][C:18]=1[F:24])=[O:5])C.[OH-].[Na+]. (2) Given the product [CH2:1]([O:8][C:9]1[CH:10]=[C:11]([CH:14]=[CH:15][C:16]=1[CH2:17][C:18]1[CH:19]=[CH:20][C:21]([CH2:24][CH3:25])=[CH:22][CH:23]=1)[CH:12]=[O:13])[C:2]1[CH:3]=[CH:4][CH:5]=[CH:6][CH:7]=1, predict the reactants needed to synthesize it. The reactants are: [CH2:1]([O:8][C:9]1[CH:10]=[C:11]([CH:14]=[CH:15][C:16]=1[CH2:17][C:18]1[CH:23]=[CH:22][C:21]([CH2:24][CH3:25])=[CH:20][CH:19]=1)[CH2:12][OH:13])[C:2]1[CH:7]=[CH:6][CH:5]=[CH:4][CH:3]=1.C(OCC)(=O)C. (3) The reactants are: [CH2:1]([O:3][C:4]([C:6]1[N:18]=[CH:17][C:16]2[C:15]3[CH:14]=[CH:13][CH:12]=[CH:11][C:10]=3[N:9]([C:19]3[CH:24]=[CH:23][CH:22]=[CH:21][CH:20]=3)[C:8]=2[C:7]=1[OH:25])=[O:5])[CH3:2].C1C(=O)N([Br:33])C(=O)C1.C(OOC(C1C=CC=CC=1)=O)(C1C=CC=CC=1)=O. Given the product [CH2:1]([O:3][C:4]([C:6]1[N:18]=[C:17]([Br:33])[C:16]2[C:15]3[CH:14]=[CH:13][CH:12]=[CH:11][C:10]=3[N:9]([C:19]3[CH:20]=[CH:21][CH:22]=[CH:23][CH:24]=3)[C:8]=2[C:7]=1[OH:25])=[O:5])[CH3:2], predict the reactants needed to synthesize it. (4) Given the product [Cl:9][C:10]1[C:30]([Cl:31])=[CH:29][CH:28]=[CH:27][C:11]=1[CH2:12][N:13]1[C:18]2[N:19]=[C:20]([N:5]3[CH2:6][CH2:7][O:8][CH:3]([CH3:2])[CH2:4]3)[S:21][C:17]=2[C:16](=[O:26])[N:15]=[CH:14]1, predict the reactants needed to synthesize it. The reactants are: Cl.[CH3:2][CH:3]1[O:8][CH2:7][CH2:6][NH:5][CH2:4]1.[Cl:9][C:10]1[C:30]([Cl:31])=[CH:29][CH:28]=[CH:27][C:11]=1[CH2:12][N:13]1[C:18]2[N:19]=[C:20](S(C)(=O)=O)[S:21][C:17]=2[C:16](=[O:26])[N:15]=[CH:14]1. (5) Given the product [CH:1]([N:4]1[CH2:9][CH2:8][CH:7]([OH:10])[CH2:6][CH2:5]1)([CH3:3])[CH3:2], predict the reactants needed to synthesize it. The reactants are: [CH:1]([N:4]1[CH2:9][CH2:8][C:7](=[O:10])[CH2:6][CH2:5]1)([CH3:3])[CH3:2].[BH4-].[Na+]. (6) Given the product [CH2:11]([O:18][C:19](=[O:20])[NH:21][CH2:22][C@H:23]1[CH2:28][CH2:27][C@H:26]([C:29](=[O:30])[NH:10][CH2:9][C:4]2[C:3]([Cl:2])=[N:8][CH:7]=[CH:6][N:5]=2)[CH2:25][CH2:24]1)[C:12]1[CH:17]=[CH:16][CH:15]=[CH:14][CH:13]=1, predict the reactants needed to synthesize it. The reactants are: Cl.[Cl:2][C:3]1[C:4]([CH2:9][NH2:10])=[N:5][CH:6]=[CH:7][N:8]=1.[CH2:11]([O:18][C:19]([NH:21][CH2:22][C@H:23]1[CH2:28][CH2:27][C@H:26]([C:29](O)=[O:30])[CH2:25][CH2:24]1)=[O:20])[C:12]1[CH:17]=[CH:16][CH:15]=[CH:14][CH:13]=1.C(N=C=NCCCN(C)C)C.Cl.ON1C2N=CC=CC=2N=N1.C(N(CC)CC)C.